This data is from Reaction yield outcomes from USPTO patents with 853,638 reactions. The task is: Predict the reaction yield, written as a fraction of the theoretical maximum amount of product (1.0 means a 100% yield; for example, 0.34 means a 34% yield). The reactants are [O:1]=[C:2]1[CH2:19][C@@H:5]2[CH2:6][N:7]([C:9]([O:11][CH2:12][C:13]3[CH:18]=[CH:17][CH:16]=[CH:15][CH:14]=3)=[O:10])[CH2:8][C@@H:4]2[CH2:3]1.[CH3:20][Si]([N-][Si](C)(C)C)(C)C.[Li+].CI.[Cl-].[NH4+]. The catalyst is O1CCCC1. The product is [CH3:20][C@@H:19]1[C@@H:5]2[C@@H:4]([CH2:8][N:7]([C:9]([O:11][CH2:12][C:13]3[CH:18]=[CH:17][CH:16]=[CH:15][CH:14]=3)=[O:10])[CH2:6]2)[CH2:3][C:2]1=[O:1]. The yield is 0.205.